From a dataset of Reaction yield outcomes from USPTO patents with 853,638 reactions. Predict the reaction yield, written as a fraction of the theoretical maximum amount of product (1.0 means a 100% yield; for example, 0.34 means a 34% yield). (1) The reactants are [C:1]([Br:5])(Br)(Br)[Br:2].C1C=CC(P(C2C=CC=CC=2)C2C=CC=CC=2)=CC=1.[CH:25]([C:27]1[CH:28]=[C:29]([CH2:34][C:35]([O:37][CH3:38])=[O:36])[CH:30]=[CH:31][C:32]=1[OH:33])=O.CCN(CC)CC. The catalyst is C(Cl)Cl.O. The product is [Br:2][C:1]([Br:5])=[CH:25][C:27]1[CH:28]=[C:29]([CH2:34][C:35]([O:37][CH3:38])=[O:36])[CH:30]=[CH:31][C:32]=1[OH:33]. The yield is 0.380. (2) The reactants are [C:1](/[C:3](=[C:7](/[N:9]1[CH2:14][CH2:13][N:12]([CH:15]([CH3:17])[CH3:16])[CH2:11][CH2:10]1)\[CH3:8])/[C:4](=[S:6])[NH2:5])#[N:2].[CH3:18]OC(OC)N(C)C.[OH-].[Na+].Cl[CH2:29][C:30]([NH2:32])=[O:31]. The catalyst is C1(C)C=CC=CC=1.O.CN(C)C=O. The product is [NH2:2][C:1]1[C:3]2[C:4](=[N:5][CH:18]=[CH:8][C:7]=2[N:9]2[CH2:14][CH2:13][N:12]([CH:15]([CH3:17])[CH3:16])[CH2:11][CH2:10]2)[S:6][C:29]=1[C:30]([NH2:32])=[O:31]. The yield is 0.280. (3) The reactants are CS(O[CH:6]1[CH2:10][CH2:9][N:8]([C:11]2[CH:16]=[CH:15][C:14]([N+:17]([O-:19])=[O:18])=[CH:13][CH:12]=2)[CH2:7]1)(=O)=O. The catalyst is N1CCCC1. The product is [N+:17]([C:14]1[CH:15]=[CH:16][C:11]([N:8]2[CH2:9][CH2:10][CH:6]([N:8]3[CH2:9][CH2:10][CH2:6][CH2:7]3)[CH2:7]2)=[CH:12][CH:13]=1)([O-:19])=[O:18]. The yield is 0.530. (4) The reactants are [C:1]1([C:7]2[C:12]([NH:13][C:14]([C:16]3[N:17](COCC[Si](C)(C)C)[CH:18]=[C:19]([C:21]#[N:22])[N:20]=3)=[O:15])=[CH:11][CH:10]=[CH:9][N:8]=2)[CH2:6][CH2:5][CH2:4][CH2:3][CH:2]=1.CO.[C:33]([OH:39])([C:35]([F:38])([F:37])[F:36])=[O:34]. The catalyst is C(Cl)Cl. The product is [F:36][C:35]([F:38])([F:37])[C:33]([OH:39])=[O:34].[C:1]1([C:7]2[C:12]([NH:13][C:14]([C:16]3[NH:17][CH:18]=[C:19]([C:21]#[N:22])[N:20]=3)=[O:15])=[CH:11][CH:10]=[CH:9][N:8]=2)[CH2:6][CH2:5][CH2:4][CH2:3][CH:2]=1. The yield is 0.300. (5) The reactants are [CH3:1][O:2][C:3]1[CH:4]=[C:5]2[C:10](=[CH:11][C:12]=1[O:13][CH3:14])[N:9]=[CH:8][N:7]=[C:6]2[O:15][C:16]1[CH:22]=[CH:21][C:19]([NH2:20])=[C:18]([CH3:23])[C:17]=1[CH3:24].Cl[C:26](Cl)([O:28][C:29](=[O:35])OC(Cl)(Cl)Cl)Cl.[CH:37]1(O)[CH2:41]C[CH2:39][CH2:38]1.C(=O)(O)[O-].[Na+]. The catalyst is C(Cl)Cl.C(N(CC)CC)C.C1(C)C=CC=CC=1. The product is [CH3:1][O:2][C:3]1[CH:4]=[C:5]2[C:10](=[CH:11][C:12]=1[O:13][CH3:14])[N:9]=[CH:8][N:7]=[C:6]2[O:15][C:16]1[CH:22]=[CH:21][C:19]([NH:20][C:29](=[O:35])[O:28][CH:26]2[CH2:39][CH2:38][CH2:37][CH2:41]2)=[C:18]([CH3:23])[C:17]=1[CH3:24]. The yield is 0.560. (6) The reactants are [Cl:1][C:2]1[CH:3]=[C:4]([CH2:9][N:10]2[C:14]([CH3:15])=[C:13]([C:16]([O:18]C)=[O:17])[N:12]=[N:11]2)[CH:5]=[CH:6][C:7]=1[Cl:8].[OH-].[Na+].O. The catalyst is CO. The product is [Cl:1][C:2]1[CH:3]=[C:4]([CH2:9][N:10]2[C:14]([CH3:15])=[C:13]([C:16]([OH:18])=[O:17])[N:12]=[N:11]2)[CH:5]=[CH:6][C:7]=1[Cl:8]. The yield is 0.840. (7) The reactants are O=[C:2]1[CH2:6][CH2:5][CH2:4][CH:3]1[C:7]([O:9]CC)=O.[CH3:12][NH:13][NH2:14]. The catalyst is C(O)(=O)C.[OH-].[Na+]. The product is [CH3:12][N:13]1[C:7]([OH:9])=[C:3]2[CH2:4][CH2:5][CH2:6][C:2]2=[N:14]1. The yield is 0.180.